Dataset: Drug-target binding data from BindingDB using Ki measurements. Task: Regression. Given a target protein amino acid sequence and a drug SMILES string, predict the binding affinity score between them. We predict pKi (pKi = -log10(Ki in M); higher means stronger inhibition). Dataset: bindingdb_ki. (1) The small molecule is COC(=O)[C@H]1[C@@H](c2ccc(I)cc2)C[C@@H]2CC[C@H]1N2C. The target is MLLARMKPQVQPELGGADQ. The pKi is 8.2. (2) The small molecule is CC(C)C[C@H](NC(=O)CNC(=O)[C@H](CC(N)=O)NC(=O)[C@H](CCCCN)NC(=O)[C@H](CC(=O)O)NC(=O)[C@H](CO)NC(=O)[C@H](Cc1ccccc1)NC(=O)[C@H](CO)NC(=O)[C@H](CCCN=C(N)N)NC(=O)[C@H](Cc1cnc[nH]1)NC(=O)[C@H](CC(N)=O)NC(=O)CNC(=O)[C@@H](NC(=O)[C@H](C)NC(=O)[C@H](Cc1cnc[nH]1)NC(=O)[C@@H]1CCCN1C(=O)CNC(=O)[C@H](CC(C)C)NC(=O)[C@H](CC(C)C)NC(=O)[C@H](Cc1ccc(O)cc1)NC(=O)CNC(=O)[C@H](C)NC(=O)[C@H](CO)NC(=O)[C@H](CC(N)=O)NC(=O)[C@H](CC(C)C)NC(=O)[C@@H](NC(=O)[C@H](Cc1c[nH]c2ccccc12)NC(=O)CN)[C@@H](C)O)C(C)C)C(=O)N[C@H](C(=O)N[C@@H](CO)C(=O)O)[C@@H](C)O. The target protein (P47211) has sequence MELAVGNLSEGNASWPEPPAPEPGPLFGIGVENFVTLVVFGLIFALGVLGNSLVITVLARSKPGKPRSTTNLFILNLSIADLAYLLFCIPFQATVYALPTWVLGAFICKFIHYFFTVSMLVSIFTLAAMSVDRYVAIVHSRRSSSLRVSRNALLGVGCIWALSIAMASPVAYHQGLFHPRASNQTFCWEQWPDPRHKKAYVVCTFVFGYLLPLLLICFCYAKVLNHLHKKLKNMSKKSEASKKKTAQTVLVVVVVFGISWLPHHIIHLWAEFGVFPLTPASFLFRITAHCLAYSNSSVNPIIYAFLSENFRKAYKQVFKCHIRKDSHLSDTKESKSRIDTPPSTNCTHV. The pKi is 7.5. (3) The compound is CNCCC(Oc1ccccc1C)c1ccccc1. The target protein (Q9QWS8) has sequence MPVMKGLLAPQNTFLDTIATRFDGTHSNFILANAQVAKGFPIVYCSDGFCELAGFARTEVMQKSCSCKFLFGVETNEQLMLQIEKSLEEKVEFKGEIMFYKKNGAPFWCLLDIVPIKNEKGDVVLFLASFKDITDTKVKITSEDKKEDRAKGRSRAGSHFDSARRRSRAVLYHISGHLQRREKNKLKINNNVFVDKPAFPEYKVSDAKKSKFILLHFSTFKAGWDWLILLATFYVAVTVPYNVCFIGNEDLSTTRSTTVSDIAVEILFIIDIILNFRTTYVSKSGQVIFEARSICIHYVTTWFIIDLIAALPFDLLYAFNVTVVSLVHLLKTVRLLRLLRLLQKLDRYSQHSTIVLTLLMSMFALLAHWMACIWYVIGKMEREDNSLLKWEVGWLHELGKRLESPYYGNNTLGGPSIRSAYIAALYFTLSSLTSVGFGNVSANTDAEKIFSICTMLIGALMHALVFGNVTAIIQRMYSRWSLYHTRTKDLKDFIRVHHLP.... The pKi is 6.0. (4) The compound is CCCC[C@H](NC(=O)[C@H](C)NC(=O)[C@H](CCC(=O)O)NC(=O)[C@H](Cc1ccccc1)NC[C@H](CC(C)C)NC(=O)[C@@H](NC(=O)[C@@H](N)CCCNC(=N)N)C(C)C)C(N)=O. The target protein sequence is PQITLWKRPLVTIKIGGQLKEALLDTGADDTVIEEMSLPGRWKPKMIGGVGGFIKVRQYDQIIIEIAGHKAIGTVLVGPTPVNIIGRNLLTQIGATLNF. The pKi is 6.6. (5) The compound is NCCCC(NC(=O)c1ccc(CNc2ccc3nc(N)[nH]c(=O)c3c2F)cc1)C(=O)O. The target protein (Q05932) has sequence MSRARSHLRAALFLAAASARGITTQVAARRGLSAWPVPQEPSMEYQDAVRMLNTLQTNAGYLEQVKRQRGDPQTQLEAMELYLARSGLQVEDLDRLNIIHVTGTKGKGSTCAFTECILRSYGLKTGFFSSPHLVQVRERIRINGQPISPELFTKYFWRLYHRLEETKDGSCVSMPPYFRFLTLMAFHVFLQEKVDLAVVEVGIGGAYDCTNIIRKPVVCGVSSLGIDHTSLLGDTVEKIAWQKGGIFKQGVPAFTVLQPEGPLAVLRDRAQQISCPLYLCPMLEALEEGGPPLTLGLEGEHQRSNAALALQLAHCWLQRQDRHGAGEPKASRPGLLWQLPLAPVFQPTSHMRLGLRNTEWPGRTQVLRRGPLTWYLDGAHTASSAQACVRWFRQALQGRERPSGGPEVRVLLFNATGDRDPAALLKLLQPCQFDYAVFCPNLTEVSSTGNADQQNFTVTLDQVLLRCLEHQQHWNHLDEEQASPDLWSAPSPEPGGSASL.... The pKi is 6.0. (6) The pKi is 4.6. The target protein (P19205) has sequence MERQVLLSEPEEAAALYRGLSRQPALSAACLGPEVTTQYGGRYRTVHTEWTQRDLERMENIRFCRQYLVFHDGDSVVFAGPAGNSVETRGELLSRESPSGTMKAVLRKAGGTGTAEEKQFLEVWEKNRKLKSFNLSALEKHGPVYEDDCFGCLSWSHSETHLLYVADKKRPKAESFFQTKALDVTGSDDEMARTKKPDQAIKGDQFLFYEDWGENMVSKSTPVLCVLDIESGNISVLEGVPESVSPGQAFWAPGDTGVVFVGWWHEPFRLGIRFCTNRRSALYYVDLTGGKCELLSDESVAVTSPRLSPDQCRIVYLRFPSLVPHQQCGQLCLYDWYTRVTSVVVDIVPRQLGEDFSGIYCSLLPLGCWSADSQRVVFDSPQRSRQDLFAVDTQMGSVTSLTAGGSGGSWKLLTIDRDLMVVQFSTPSVPPSLKVGFLPPAGKEQAVSWVSLEEAEPFPDISWSIRVLQPPPQQEHVQYAGLDFEAILLQPSNSPEKTQV.... The drug is CSCC[C@@H](NC(=O)[C@@H](CC(C)C)NC(=O)C(F)(F)F)C(=O)N1CCC[C@@H]1C(=O)N[C@H](Cc1cnc[nH]1)C(N)=O.